Dataset: Catalyst prediction with 721,799 reactions and 888 catalyst types from USPTO. Task: Predict which catalyst facilitates the given reaction. (1) Reactant: [Br:1][C:2]1[CH:3]=[N:4][N:5]([CH2:9][O:10][CH2:11][CH2:12][Si:13]([CH3:16])([CH3:15])[CH3:14])[C:6]=1[CH2:7][OH:8].[H-].[Na+].I[CH3:20]. Product: [Br:1][C:2]1[CH:3]=[N:4][N:5]([CH2:9][O:10][CH2:11][CH2:12][Si:13]([CH3:16])([CH3:15])[CH3:14])[C:6]=1[CH2:7][O:8][CH3:20]. The catalyst class is: 1. (2) Reactant: [CH3:1][C:2]1[CH:6]=[C:5]([S:7](=[O:10])(=[O:9])[NH2:8])[S:4][C:3]=1[CH2:11][CH2:12][O:13][C:14](=[O:16])[CH3:15].[C:17]1([O:23]C(Cl)=O)C=CC=CC=1.C(N(CC)CC)C.[CH3:34][C:35]1[N:40]=[C:39]([NH2:41])[CH:38]=[C:37]([C:42]([F:45])([F:44])[F:43])[CH:36]=1. Product: [C:14]([O:13][CH2:12][CH2:11][C:3]1[S:4][C:5]([S:7]([NH:8][C:17](=[O:23])[NH:41][C:39]2[CH:38]=[C:37]([C:42]([F:45])([F:43])[F:44])[CH:36]=[C:35]([CH3:34])[N:40]=2)(=[O:10])=[O:9])=[CH:6][C:2]=1[CH3:1])(=[O:16])[CH3:15]. The catalyst class is: 10. (3) Reactant: [Cl:1][C:2]1[CH:3]=[C:4]([CH:8]=[CH:9][N:10]=1)[C:5]([OH:7])=[O:6].[CH2:11](Cl)Cl. Product: [CH3:11][O:6][C:5](=[O:7])[C:4]1[CH:8]=[CH:9][N:10]=[C:2]([Cl:1])[CH:3]=1. The catalyst class is: 309. (4) Reactant: C([O:3][P:4]([CH2:9][CH2:10][CH2:11][CH2:12][CH2:13][CH:14]([OH:28])[C:15]1[CH:20]=[CH:19][C:18]([C:21]2[CH:26]=[CH:25][C:24]([CH3:27])=[CH:23][CH:22]=2)=[CH:17][CH:16]=1)(=[O:8])[O:5]CC)C.[I-].[Na+].C[Si](Cl)(C)C.[Cl-].[NH4+]. Product: [OH:28][CH:14]([C:15]1[CH:20]=[CH:19][C:18]([C:21]2[CH:26]=[CH:25][C:24]([CH3:27])=[CH:23][CH:22]=2)=[CH:17][CH:16]=1)[CH2:13][CH2:12][CH2:11][CH2:10][CH2:9][P:4](=[O:3])([OH:8])[OH:5]. The catalyst class is: 10. (5) Reactant: [CH3:1][O:2][C:3](=[O:10])[CH2:4][CH:5]([CH3:9])[CH2:6][CH2:7][OH:8].CC(OI1(OC(C)=O)(OC(C)=O)OC(=O)C2C=CC=CC1=2)=O. Product: [CH3:1][O:2][C:3](=[O:10])[CH2:4][CH:5]([CH3:9])[CH2:6][CH:7]=[O:8]. The catalyst class is: 2. (6) Reactant: C([O:9][C@H:10]([C:12]1[CH:20]=[CH:19][CH:18]=[C:17]2[C:13]=1[C:14]([F:35])([F:34])[C:15](=[O:33])[N:16]2[CH2:21][C:22]1[CH:23]=[N:24][CH:25]=[C:26]([N:28]2[CH:32]=[CH:31][N:30]=[N:29]2)[CH:27]=1)[CH3:11])(=O)C1C=CC=CC=1.[OH-].[Na+].Cl. Product: [F:35][C:14]1([F:34])[C:13]2[C:17](=[CH:18][CH:19]=[CH:20][C:12]=2[C@@H:10]([OH:9])[CH3:11])[N:16]([CH2:21][C:22]2[CH:23]=[N:24][CH:25]=[C:26]([N:28]3[CH:32]=[CH:31][N:30]=[N:29]3)[CH:27]=2)[C:15]1=[O:33]. The catalyst class is: 5.